From a dataset of Full USPTO retrosynthesis dataset with 1.9M reactions from patents (1976-2016). Predict the reactants needed to synthesize the given product. (1) Given the product [CH3:16][C:7]1[C:6]([N:5]=[S:1]=[O:2])=[CH:15][CH:14]=[CH:13][C:8]=1[C:9]([O:11][CH3:12])=[O:10], predict the reactants needed to synthesize it. The reactants are: [S:1](Cl)(Cl)=[O:2].[NH2:5][C:6]1[C:7]([CH3:16])=[C:8]([CH:13]=[CH:14][CH:15]=1)[C:9]([O:11][CH3:12])=[O:10].O. (2) Given the product [Br:1][C:2]1[C:6]([CH3:7])=[C:5]([I:8])[S:4][C:3]=1[CH:17]=[O:18], predict the reactants needed to synthesize it. The reactants are: [Br:1][C:2]1[C:6]([CH3:7])=[C:5]([I:8])[S:4][C:3]=1I.C([Li])CCC.CN(C)[CH:17]=[O:18]. (3) Given the product [Cl:19][C:20]1[C:28]2[C:23](=[CH:24][CH:25]=[C:26]([NH:29][C:16]([C:9]3[CH:8]([C:5]4[CH:4]=[CH:3][C:2]([F:1])=[CH:7][CH:6]=4)[CH2:13][C:12](=[O:14])[NH:11][C:10]=3[CH3:15])=[O:18])[CH:27]=2)[NH:22][N:21]=1, predict the reactants needed to synthesize it. The reactants are: [F:1][C:2]1[CH:7]=[CH:6][C:5]([CH:8]2[CH2:13][C:12](=[O:14])[NH:11][C:10]([CH3:15])=[C:9]2[C:16]([OH:18])=O)=[CH:4][CH:3]=1.[Cl:19][C:20]1[C:28]2[C:23](=[CH:24][CH:25]=[C:26]([NH2:29])[CH:27]=2)[NH:22][N:21]=1.N=C=N.